From a dataset of Forward reaction prediction with 1.9M reactions from USPTO patents (1976-2016). Predict the product of the given reaction. (1) Given the reactants C[O:2][C:3](=[O:29])[C:4]1[CH:9]=[CH:8][C:7]([C:10](=[O:28])[NH:11][CH2:12][CH2:13][O:14][CH2:15][CH2:16][O:17][CH2:18][CH2:19][NH:20][C:21](=[O:27])[O:22][C:23]([CH3:26])([CH3:25])[CH3:24])=[CH:6][CH:5]=1.O.[OH-].[Li+].O.Cl.O, predict the reaction product. The product is: [CH3:24][C:23]([CH3:26])([CH3:25])[O:22][C:21](=[O:27])[NH:20][CH2:19][CH2:18][O:17][CH2:16][CH2:15][O:14][CH2:13][CH2:12][NH:11][C:10]([C:7]1[CH:8]=[CH:9][C:4]([C:3]([OH:29])=[O:2])=[CH:5][CH:6]=1)=[O:28]. (2) Given the reactants [CH:1]1([NH:6][C:7]2[N:12]3[N:13]=[C:14]([C:16]4[CH:21]=[CH:20][CH:19]=[CH:18][CH:17]=4)[CH:15]=[C:11]3[N:10]=[C:9]([S:22][CH3:23])[N:8]=2)[CH2:5][CH2:4][CH2:3][CH2:2]1.[Br:24]N1C(=O)CCC1=O, predict the reaction product. The product is: [Br:24][C:15]1[C:14]([C:16]2[CH:21]=[CH:20][CH:19]=[CH:18][CH:17]=2)=[N:13][N:12]2[C:7]([NH:6][CH:1]3[CH2:5][CH2:4][CH2:3][CH2:2]3)=[N:8][C:9]([S:22][CH3:23])=[N:10][C:11]=12. (3) Given the reactants Br[CH2:2][CH2:3][C:4]1[N:5]=[C:6]([C:10]2[CH:15]=[CH:14][CH:13]=[CH:12][CH:11]=2)[O:7][C:8]=1[CH3:9].[C-:16]#[N:17].[K+], predict the reaction product. The product is: [C:16]([CH2:2][CH2:3][C:4]1[N:5]=[C:6]([C:10]2[CH:15]=[CH:14][CH:13]=[CH:12][CH:11]=2)[O:7][C:8]=1[CH3:9])#[N:17]. (4) Given the reactants [CH3:1][C:2]([CH2:8][CH2:9][CH2:10][CH2:11][CH2:12][CH2:13][CH2:14][CH2:15][CH3:16])=[CH:3][C:4](OC)=[O:5].[H-].[H-].[H-].[H-].[Li+].[Al+3].O.S(=O)(=O)(O)O, predict the reaction product. The product is: [CH3:1]/[C:2](/[CH2:8][CH2:9][CH2:10][CH2:11][CH2:12][CH2:13][CH2:14][CH2:15][CH3:16])=[CH:3]\[CH2:4][OH:5]. (5) Given the reactants [Br:1][C:2]1[CH:3]=[C:4]2[C:8](=[CH:9][CH:10]=1)[N:7](CCC#N)[C:6](=[O:15])[C:5]12[O:20][CH2:19][CH2:18][CH2:17][O:16]1.N.C1COCC1, predict the reaction product. The product is: [Br:1][C:2]1[CH:3]=[C:4]2[C:8](=[CH:9][CH:10]=1)[NH:7][C:6](=[O:15])[C:5]12[O:20][CH2:19][CH2:18][CH2:17][O:16]1. (6) The product is: [CH:17]1([CH2:20][NH:21][C:22]([C:24]2[C:25]3[C:33]([O:36][C:13]4[CH:12]=[CH:11][N:10]=[C:9]5[CH:8]=[C:7]([C:5]([N:1]6[CH2:4][CH2:3][CH2:2]6)=[O:6])[S:15][C:14]=45)=[CH:32][CH:31]=[CH:30][C:26]=3[S:27][C:28]=2[CH3:29])=[O:23])[CH2:19][CH2:18]1. Given the reactants [N:1]1([C:5]([C:7]2[S:15][C:14]3[C:9](=[N:10][CH:11]=[CH:12][C:13]=3Cl)[CH:8]=2)=[O:6])[CH2:4][CH2:3][CH2:2]1.[CH:17]1([CH2:20][NH:21][C:22]([C:24]2[C:25]3[CH:33]=[CH:32][C:31](O)=[CH:30][C:26]=3[S:27][C:28]=2[CH3:29])=[O:23])[CH2:19][CH2:18]1.C([O-])([O-])=[O:36].[Cs+].[Cs+], predict the reaction product.